Dataset: Full USPTO retrosynthesis dataset with 1.9M reactions from patents (1976-2016). Task: Predict the reactants needed to synthesize the given product. Given the product [CH3:1][C:2]1[NH:6][C:5]2[CH:7]=[CH:8][CH:9]=[C:10]([NH2:11])[C:4]=2[N:3]=1, predict the reactants needed to synthesize it. The reactants are: [CH3:1][C:2]1[NH:6][C:5]2[CH:7]=[CH:8][CH:9]=[C:10]([N+:11]([O-])=O)[C:4]=2[N:3]=1.